Dataset: NCI-60 drug combinations with 297,098 pairs across 59 cell lines. Task: Regression. Given two drug SMILES strings and cell line genomic features, predict the synergy score measuring deviation from expected non-interaction effect. (1) Drug 1: CC1=C(C(=O)C2=C(C1=O)N3CC4C(C3(C2COC(=O)N)OC)N4)N. Drug 2: CC(C)CN1C=NC2=C1C3=CC=CC=C3N=C2N. Cell line: HOP-62. Synergy scores: CSS=57.6, Synergy_ZIP=0.323, Synergy_Bliss=-1.98, Synergy_Loewe=-11.3, Synergy_HSA=-4.41. (2) Drug 1: C1CCN(CC1)CCOC2=CC=C(C=C2)C(=O)C3=C(SC4=C3C=CC(=C4)O)C5=CC=C(C=C5)O. Drug 2: CC1CCC2CC(C(=CC=CC=CC(CC(C(=O)C(C(C(=CC(C(=O)CC(OC(=O)C3CCCCN3C(=O)C(=O)C1(O2)O)C(C)CC4CCC(C(C4)OC)OCCO)C)C)O)OC)C)C)C)OC. Cell line: TK-10. Synergy scores: CSS=22.0, Synergy_ZIP=7.56, Synergy_Bliss=2.33, Synergy_Loewe=-9.98, Synergy_HSA=0.941. (3) Drug 1: CN(CCCl)CCCl.Cl. Drug 2: CC12CCC3C(C1CCC2OP(=O)(O)O)CCC4=C3C=CC(=C4)OC(=O)N(CCCl)CCCl.[Na+]. Cell line: HCT-15. Synergy scores: CSS=55.5, Synergy_ZIP=-8.11, Synergy_Bliss=-8.40, Synergy_Loewe=-24.2, Synergy_HSA=-11.4.